This data is from KCNQ2 potassium channel screen with 302,405 compounds. The task is: Binary Classification. Given a drug SMILES string, predict its activity (active/inactive) in a high-throughput screening assay against a specified biological target. (1) The molecule is OC12C(C(NCC2)c2ccccc2)CCCC1. The result is 0 (inactive). (2) The compound is Brc1cc2c(SCCC#N)c(CCCC)c(nc2cc1)C. The result is 0 (inactive).